This data is from Forward reaction prediction with 1.9M reactions from USPTO patents (1976-2016). The task is: Predict the product of the given reaction. (1) The product is: [Cl:29][C:24]1[CH:23]=[C:22]([NH:21][C:18]2[N:17]=[C:16]([N:30]3[CH:34]=[CH:33][C:32]([C:35]([F:38])([F:37])[F:36])=[N:31]3)[C:15]([C:7]3[CH:6]=[C:5]([CH:10]=[CH:9][CH:8]=3)[C:3]([O:2][CH3:1])=[O:4])=[CH:20][N:19]=2)[CH:27]=[CH:26][C:25]=1[F:28]. Given the reactants [CH3:1][O:2][C:3]([C:5]1[CH:6]=[C:7](B(O)O)[CH:8]=[CH:9][CH:10]=1)=[O:4].Br[C:15]1[C:16]([N:30]2[CH:34]=[CH:33][C:32]([C:35]([F:38])([F:37])[F:36])=[N:31]2)=[N:17][C:18]([NH:21][C:22]2[CH:27]=[CH:26][C:25]([F:28])=[C:24]([Cl:29])[CH:23]=2)=[N:19][CH:20]=1, predict the reaction product. (2) Given the reactants [CH2:1]([O:3][C:4](=[O:32])[CH2:5][CH:6]([C:25]1[CH:26]=[N:27][C:28]([CH3:31])=[N:29][CH:30]=1)[CH:7]=[CH:8][CH2:9][CH2:10][CH2:11][CH2:12][C:13]1[N:18]=[C:17]2[N:19]([C:22](=[O:24])[CH3:23])[CH2:20][CH2:21][C:16]2=[CH:15][CH:14]=1)[CH3:2].C([O-])=O.[NH4+], predict the reaction product. The product is: [CH2:1]([O:3][C:4](=[O:32])[CH2:5][CH:6]([C:25]1[CH:26]=[N:27][C:28]([CH3:31])=[N:29][CH:30]=1)[CH2:7][CH2:8][CH2:9][CH2:10][CH2:11][CH2:12][C:13]1[N:18]=[C:17]2[N:19]([C:22](=[O:24])[CH3:23])[CH2:20][CH2:21][C:16]2=[CH:15][CH:14]=1)[CH3:2]. (3) Given the reactants [F:1][C:2]1[CH:3]=[C:4]([C:8]2[C:17]([CH2:18]O)=[CH:16][C:15]3[C:10](=[C:11]([O:20][CH3:21])[CH:12]=[CH:13][CH:14]=3)[N:9]=2)[CH:5]=[CH:6][CH:7]=1.C(Cl)(Cl)[Cl:23].S(Cl)([Cl:28])=O, predict the reaction product. The product is: [ClH:23].[Cl:28][CH2:18][C:17]1[C:8]([C:4]2[CH:5]=[CH:6][CH:7]=[C:2]([F:1])[CH:3]=2)=[N:9][C:10]2[C:15]([CH:16]=1)=[CH:14][CH:13]=[CH:12][C:11]=2[O:20][CH3:21]. (4) Given the reactants [CH:1]([N:4]1[CH2:9][CH2:8][N:7]([C:10]2[CH:17]=[CH:16][C:13]([CH:14]=O)=[CH:12][CH:11]=2)[CH2:6][CH2:5]1)([CH3:3])[CH3:2].OS([O-])=O.[Na+].CC1C=CC(S(O)(=O)=O)=CC=1.[NH2:34][C:35]1[C:43]([O:44][CH3:45])=[CH:42][CH:41]=[CH:40][C:36]=1[C:37]([NH2:39])=[O:38], predict the reaction product. The product is: [CH:1]([N:4]1[CH2:9][CH2:8][N:7]([C:10]2[CH:17]=[CH:16][C:13]([C:14]3[NH:39][C:37](=[O:38])[C:36]4[C:35](=[C:43]([O:44][CH3:45])[CH:42]=[CH:41][CH:40]=4)[N:34]=3)=[CH:12][CH:11]=2)[CH2:6][CH2:5]1)([CH3:3])[CH3:2].